This data is from Catalyst prediction with 721,799 reactions and 888 catalyst types from USPTO. The task is: Predict which catalyst facilitates the given reaction. (1) Reactant: B(O)O.[CH3:4][C:5]1[CH:9]=[C:8]([C:10]([O:12][CH2:13][CH3:14])=[O:11])[NH:7][N:6]=1.N1C=CC=CC=1.CC1N([C:27]2[CH:36]=[CH:35][C:34]3[C:29](=[CH:30][CH:31]=[C:32]([O:37][CH3:38])[CH:33]=3)[CH:28]=2)N=C(C(OCC)=O)C=1. Product: [CH3:4][C:5]1[CH:9]=[C:8]([C:10]([O:12][CH2:13][CH3:14])=[O:11])[N:7]([C:27]2[CH:36]=[CH:35][C:34]3[C:29](=[CH:30][CH:31]=[C:32]([O:37][CH3:38])[CH:33]=3)[CH:28]=2)[N:6]=1. The catalyst class is: 302. (2) Reactant: [CH3:1][C:2]1([CH3:12])[O:6][C@@H:5]([CH2:7][C:8]([OH:10])=[O:9])[C:4](=[O:11])[O:3]1.C(N(C(C)C)C(C)C)C.CCN=C=NCCCN(C)C.Cl.C1C=CC2N(O)N=NC=2C=1.[C:44]1([O:54][CH3:55])[C:45](=[CH:47][CH:48]=[C:49]([CH:53]=1)[CH2:50][CH:51]=[CH2:52])O. Product: [CH2:50]([C:49]1[CH:48]=[CH:47][C:45]([O:9][C:8](=[O:10])[CH2:7][CH:5]2[C:4](=[O:11])[O:3][C:2]([CH3:12])([CH3:1])[O:6]2)=[C:44]([O:54][CH3:55])[CH:53]=1)[CH:51]=[CH2:52]. The catalyst class is: 154.